From a dataset of Full USPTO retrosynthesis dataset with 1.9M reactions from patents (1976-2016). Predict the reactants needed to synthesize the given product. Given the product [Cl:11][C:7]1[CH:6]=[C:5]([CH:2]([CH2:3][CH3:4])[C:16]#[N:17])[CH:10]=[CH:9][CH:8]=1, predict the reactants needed to synthesize it. The reactants are: Br[CH:2]([C:5]1[CH:10]=[CH:9][CH:8]=[C:7]([Cl:11])[CH:6]=1)[CH2:3][CH3:4].C[Si]([C:16]#[N:17])(C)C.